This data is from Reaction yield outcomes from USPTO patents with 853,638 reactions. The task is: Predict the reaction yield, written as a fraction of the theoretical maximum amount of product (1.0 means a 100% yield; for example, 0.34 means a 34% yield). (1) The reactants are [OH-].[Li+:2].[C:3]([O:7][C:8]([NH:10][C:11]1([C:26]([NH:28][CH:29]([C:35]2[CH:40]=[CH:39][C:38]([Cl:41])=[CH:37][CH:36]=2)[CH2:30][C:31]([O:33]C)=[O:32])=[O:27])[CH2:16][CH2:15][N:14]([C:17]2[C:18]3[CH:25]=[CH:24][NH:23][C:19]=3[N:20]=[CH:21][N:22]=2)[CH2:13][CH2:12]1)=[O:9])([CH3:6])([CH3:5])[CH3:4]. The catalyst is O.C1COCC1. The product is [C:3]([O:7][C:8]([NH:10][C:11]1([C:26]([NH:28][CH:29]([C:35]2[CH:36]=[CH:37][C:38]([Cl:41])=[CH:39][CH:40]=2)[CH2:30][C:31]([O-:33])=[O:32])=[O:27])[CH2:12][CH2:13][N:14]([C:17]2[C:18]3[CH:25]=[CH:24][NH:23][C:19]=3[N:20]=[CH:21][N:22]=2)[CH2:15][CH2:16]1)=[O:9])([CH3:6])([CH3:4])[CH3:5].[Li+:2]. The yield is 1.00. (2) The reactants are [CH:1]1[C:13]2[CH:12]([CH2:14][O:15][C:16]([NH:18][CH2:19][C:20]([NH:22][CH2:23]C(O)=O)=[O:21])=[O:17])[C:11]3[C:6](=[CH:7][CH:8]=[CH:9][CH:10]=3)[C:5]=2[CH:4]=[CH:3][CH:2]=1.O1CCCC1.C1(C)C=CC=CC=1.[C:39]([O:42]CC)(=[O:41])[CH3:40]. No catalyst specified. The product is [C:39]([O:42][CH2:23][NH:22][C:20](=[O:21])[CH2:19][NH:18][C:16]([O:15][CH2:14][CH:12]1[C:13]2[CH:1]=[CH:2][CH:3]=[CH:4][C:5]=2[C:6]2[C:11]1=[CH:10][CH:9]=[CH:8][CH:7]=2)=[O:17])(=[O:41])[CH3:40]. The yield is 0.670.